This data is from Full USPTO retrosynthesis dataset with 1.9M reactions from patents (1976-2016). The task is: Predict the reactants needed to synthesize the given product. (1) Given the product [CH2:1]([C:3]1[CH:12]=[C:11]([OH:13])[C:10]2[C:9](=[O:15])[NH:8][C@H:7]3[CH2:16][N:17]([C:19]([O:21][C:22]([CH3:23])([CH3:25])[CH3:24])=[O:20])[CH2:18][C@@H:6]3[C:5]=2[CH:4]=1)[CH3:2], predict the reactants needed to synthesize it. The reactants are: [CH2:1]([C:3]1[CH:12]=[C:11]([O:13]C)[C:10]2[C:9](=[O:15])[NH:8][C@H:7]3[CH2:16][N:17]([C:19]([O:21][C:22]([CH3:25])([CH3:24])[CH3:23])=[O:20])[CH2:18][C@@H:6]3[C:5]=2[CH:4]=1)[CH3:2].C(C1C=C(OC)C2C(=O)N[C@@H]3CN(C(OC(C)(C)C)=O)C[C@H]3C=2C=1)C.B(Br)(Br)Br.[OH-].[Na+].C(OC(OC(C)(C)C)=O)(OC(C)(C)C)=O. (2) Given the product [CH3:1][O:2][C:3]1[CH:30]=[CH:29][CH:28]=[CH:27][C:4]=1[CH2:5][NH:6][C:7]([C:9]1([CH2:22][CH2:23][CH2:24][CH2:25][N:34]2[CH2:35][CH2:36][N:31]([C:37]3[CH:46]=[CH:45][C:44]4[C:39](=[CH:40][CH:41]=[CH:42][CH:43]=4)[N:38]=3)[CH2:32][CH2:33]2)[C:21]2[CH:20]=[CH:19][CH:18]=[CH:17][C:16]=2[C:15]2[C:10]1=[CH:11][CH:12]=[CH:13][CH:14]=2)=[O:8], predict the reactants needed to synthesize it. The reactants are: [CH3:1][O:2][C:3]1[CH:30]=[CH:29][CH:28]=[CH:27][C:4]=1[CH2:5][NH:6][C:7]([C:9]1([CH2:22][CH2:23][CH2:24][CH2:25]Br)[C:21]2[CH:20]=[CH:19][CH:18]=[CH:17][C:16]=2[C:15]2[C:10]1=[CH:11][CH:12]=[CH:13][CH:14]=2)=[O:8].[N:31]1([C:37]2[CH:46]=[CH:45][C:44]3[C:39](=[CH:40][CH:41]=[CH:42][CH:43]=3)[N:38]=2)[CH2:36][CH2:35][NH:34][CH2:33][CH2:32]1. (3) Given the product [ClH:46].[CH2:39]([C@H:10]1[CH2:9][NH:8][CH2:12][C@@H:11]1[CH2:13][N:14]([C:31]1[CH:36]=[CH:35][CH:34]=[C:33]([C:37]#[N:38])[CH:32]=1)[C:15](=[O:30])[C:16]1[CH:21]=[CH:20][C:19]([O:22][CH3:23])=[C:18]([O:24][CH2:25][CH2:26][CH2:27][O:28][CH3:29])[CH:17]=1)[C:40]1[CH:45]=[CH:44][CH:43]=[CH:42][CH:41]=1, predict the reactants needed to synthesize it. The reactants are: C(OC([N:8]1[CH2:12][C@H:11]([CH2:13][N:14]([C:31]2[CH:36]=[CH:35][CH:34]=[C:33]([C:37]#[N:38])[CH:32]=2)[C:15](=[O:30])[C:16]2[CH:21]=[CH:20][C:19]([O:22][CH3:23])=[C:18]([O:24][CH2:25][CH2:26][CH2:27][O:28][CH3:29])[CH:17]=2)[C@@H:10]([CH2:39][C:40]2[CH:45]=[CH:44][CH:43]=[CH:42][CH:41]=2)[CH2:9]1)=O)(C)(C)C.[ClH:46]. (4) Given the product [CH:12]1([CH2:7][C:4]2[CH:5]=[CH:6][N:1]=[CH:2][CH:3]=2)[CH2:14][CH2:13]1, predict the reactants needed to synthesize it. The reactants are: [N:1]1[CH:6]=[CH:5][C:4]([CH3:7])=[CH:3][CH:2]=1.C([N-][CH:12]([CH3:14])[CH3:13])(C)C.[Li+].C1(Br)CC1.[Cl-].[NH4+]. (5) Given the product [C:14]1([C:20]2([N:49]([CH3:51])[CH3:50])[CH2:25][CH2:24][CH:23]([CH2:26][O:27][CH2:28][C:29]3[C:37]4[C:32](=[CH:33][CH:34]=[C:35]([C:38]([F:39])([F:40])[F:41])[CH:36]=4)[NH:31][CH:30]=3)[CH2:22][CH2:21]2)[CH:19]=[CH:18][CH:17]=[CH:16][CH:15]=1, predict the reactants needed to synthesize it. The reactants are: O.[F-].C([N+](C)(C)C)C1C=CC=CC=1.[C:14]1([C:20]2([N:49]([CH3:51])[CH3:50])[CH2:25][CH2:24][CH:23]([CH2:26][O:27][CH2:28][C:29]3[C:37]4[C:32](=[CH:33][CH:34]=[C:35]([C:38]([F:41])([F:40])[F:39])[CH:36]=4)[NH:31][C:30]=3[Si](CC)(CC)CC)[CH2:22][CH2:21]2)[CH:19]=[CH:18][CH:17]=[CH:16][CH:15]=1. (6) Given the product [F:17][C:12]1[CH:13]=[C:14]([B:29]2[O:30][C:31]([CH3:33])([CH3:32])[C:27]([CH3:43])([CH3:26])[O:28]2)[CH:15]=[C:10]([OH:9])[C:11]=1[N:18]1[S:22](=[O:23])(=[O:24])[NH:21][C:20](=[O:25])[CH2:19]1, predict the reactants needed to synthesize it. The reactants are: [K].C([O:9][C:10]1[CH:15]=[C:14](Br)[CH:13]=[C:12]([F:17])[C:11]=1[N:18]1[S:22](=[O:24])(=[O:23])[NH:21][C:20](=[O:25])[CH2:19]1)C1C=CC=CC=1.[CH3:26][C:27]1([CH3:43])[C:31]([CH3:33])([CH3:32])[O:30][B:29]([B:29]2[O:30][C:31]([CH3:33])([CH3:32])[C:27]([CH3:43])([CH3:26])[O:28]2)[O:28]1.CC([O-])=O.[K+]. (7) Given the product [CH3:1][O:2][C:3](=[O:8])[CH2:4][CH2:5][CH2:6][N:16]1[CH2:17][CH2:18][CH:13]([CH2:9][CH2:10][CH2:11][CH3:12])[CH2:14][CH2:15]1, predict the reactants needed to synthesize it. The reactants are: [CH3:1][O:2][C:3](=[O:8])[CH2:4][CH2:5][CH2:6]Br.[CH2:9]([CH:13]1[CH2:18][CH2:17][NH:16][CH2:15][CH2:14]1)[CH2:10][CH2:11][CH3:12].C([O-])([O-])=O.[K+].[K+]. (8) Given the product [CH2:1]([O:8][C:9]1[CH:14]=[CH:13][C:12]([C:15]2[NH:29][C:18]3=[N:19][C:20]([C:23]4[CH2:24][CH2:25][N:26]([C:39](=[O:41])[CH3:40])[CH2:27][CH:28]=4)=[CH:21][CH:22]=[C:17]3[N:16]=2)=[CH:11][CH:10]=1)[C:2]1[CH:3]=[CH:4][CH:5]=[CH:6][CH:7]=1, predict the reactants needed to synthesize it. The reactants are: [CH2:1]([O:8][C:9]1[CH:14]=[CH:13][C:12]([C:15]2[NH:29][C:18]3=[N:19][C:20]([C:23]4[CH2:24][CH2:25][NH:26][CH2:27][CH:28]=4)=[CH:21][CH:22]=[C:17]3[N:16]=2)=[CH:11][CH:10]=1)[C:2]1[CH:7]=[CH:6][CH:5]=[CH:4][CH:3]=1.CCN(C(C)C)C(C)C.[C:39](Cl)(=[O:41])[CH3:40].O. (9) Given the product [C:2]([OH:7])(=[O:3])[CH3:1].[NH2:13][CH2:12][C:10]1[CH:9]=[CH:8][C:6]2[O:7][C:2]([CH3:15])([CH3:1])[O:3][C:4](=[O:14])[C:5]=2[CH:11]=1, predict the reactants needed to synthesize it. The reactants are: [CH3:1][C:2]1([CH3:15])[O:7][C:6]2[CH:8]=[CH:9][C:10]([C:12]#[N:13])=[CH:11][C:5]=2[C:4](=[O:14])[O:3]1.C(O)(=O)C.N#N.